This data is from Full USPTO retrosynthesis dataset with 1.9M reactions from patents (1976-2016). The task is: Predict the reactants needed to synthesize the given product. (1) Given the product [CH:1]1[C:14]2[C:5](=[N:6][C:7]3[C:12]([C:13]=2[NH:15][CH2:16][CH2:17][N:18]([C:35]([O:34][C:31]([CH3:33])([CH3:32])[CH3:30])=[O:36])[CH2:19][C:20]([OH:22])=[O:21])=[CH:11][CH:10]=[CH:9][CH:8]=3)[CH:4]=[CH:3][CH:2]=1, predict the reactants needed to synthesize it. The reactants are: [CH:1]1[C:14]2[C:5](=[N:6][C:7]3[C:12]([C:13]=2[NH:15][CH2:16][CH2:17][NH:18][CH2:19][C:20]([OH:22])=[O:21])=[CH:11][CH:10]=[CH:9][CH:8]=3)[CH:4]=[CH:3][CH:2]=1.C(N(CC)CC)C.[CH3:30][C:31]([O:34][C:35](O[C:35]([O:34][C:31]([CH3:33])([CH3:32])[CH3:30])=[O:36])=[O:36])([CH3:33])[CH3:32]. (2) Given the product [C:19](/[CH:21]=[CH:1]/[C:3]1[CH:4]=[C:5]([CH:10]=[CH:11][CH:12]=1)[C:6]([O:8][CH3:9])=[O:7])#[N:20], predict the reactants needed to synthesize it. The reactants are: [CH:1]([C:3]1[CH:4]=[C:5]([CH:10]=[CH:11][CH:12]=1)[C:6]([O:8][CH3:9])=[O:7])=O.C(=O)([O-])[O-].[K+].[K+].[C:19]([CH2:21]P(=O)(OCC)OCC)#[N:20].O. (3) The reactants are: [CH2:1]([O:8][C:9]([N:11]1[CH2:15][C@H:14]([O:16][C:17]([CH3:20])([CH3:19])[CH3:18])[CH2:13][C@H:12]1[CH2:21][N:22]1C(=O)C2C(=CC=CC=2)C1=O)=[O:10])[C:2]1[CH:7]=[CH:6][CH:5]=[CH:4][CH:3]=1.O.NN. Given the product [CH2:1]([O:8][C:9]([N:11]1[CH2:15][C@H:14]([O:16][C:17]([CH3:18])([CH3:19])[CH3:20])[CH2:13][C@H:12]1[CH2:21][NH2:22])=[O:10])[C:2]1[CH:7]=[CH:6][CH:5]=[CH:4][CH:3]=1, predict the reactants needed to synthesize it. (4) The reactants are: [NH2:1][C:2]1[CH:11]=[CH:10][C:5]([C:6]([O:8][CH3:9])=[O:7])=[CH:4][CH:3]=1.Cl[C:13](=[O:24])[CH2:14][CH2:15][CH2:16][CH2:17][CH2:18][CH2:19][C:20]([O:22][CH3:23])=[O:21].CO.CCOC(C)=O.CC(O)=O.CC#N. Given the product [CH3:23][O:22][C:20](=[O:21])[CH2:19][CH2:18][CH2:17][CH2:16][CH2:15][CH2:14][C:13]([NH:1][C:2]1[CH:3]=[CH:4][C:5]([C:6]([O:8][CH3:9])=[O:7])=[CH:10][CH:11]=1)=[O:24], predict the reactants needed to synthesize it. (5) Given the product [Cl:1][C:2]1[CH:3]=[CH:4][C:5]([CH2:11][O:12][C:13]2[C:18]([F:19])=[CH:17][CH:16]=[CH:15][C:14]=2[F:20])=[C:6]([CH:10]=1)[C:7]([NH:22][C@H:23]([C:25]1[CH:34]=[CH:33][C:28]([C:29]([O:31][CH3:32])=[O:30])=[CH:27][CH:26]=1)[CH3:24])=[O:9], predict the reactants needed to synthesize it. The reactants are: [Cl:1][C:2]1[CH:3]=[CH:4][C:5]([CH2:11][O:12][C:13]2[C:18]([F:19])=[CH:17][CH:16]=[CH:15][C:14]=2[F:20])=[C:6]([CH:10]=1)[C:7]([OH:9])=O.Cl.[NH2:22][C@H:23]([C:25]1[CH:34]=[CH:33][C:28]([C:29]([O:31][CH3:32])=[O:30])=[CH:27][CH:26]=1)[CH3:24]. (6) Given the product [Cl:14][C:15]1[C:16]([N+:21]([O-:23])=[O:22])=[CH:17][N:18]=[C:8]([OH:12])[CH:11]=1, predict the reactants needed to synthesize it. The reactants are: N.CC(C)([O-])C.[K+].[C:8]([O:12]O)([CH3:11])(C)C.[Cl:14][C:15]1C=C[N:18]=[CH:17][C:16]=1[N+:21]([O-:23])=[O:22].